From a dataset of Full USPTO retrosynthesis dataset with 1.9M reactions from patents (1976-2016). Predict the reactants needed to synthesize the given product. (1) Given the product [Br:1][C:2]1[CH:7]=[CH:6][CH:5]=[C:4]([S:8]([CH3:9])(=[O:12])=[O:31])[C:3]=1[Cl:10], predict the reactants needed to synthesize it. The reactants are: [Br:1][C:2]1[CH:7]=[CH:6][CH:5]=[C:4]([S:8][CH3:9])[C:3]=1[Cl:10].I([O-])(=O)(=O)=[O:12].[Na+].C(=O)([O-])[O-].[Na+].[Na+].C(Cl)(Cl)(Cl)Cl.C(#N)C.[OH2:31]. (2) Given the product [NH2:13][C:14]1[C:15]([N+:1]([O-:4])=[O:2])=[CH:16][C:17]([O:31][C:32]2[CH:37]=[CH:36][C:35]([S:38]([CH3:41])(=[O:39])=[O:40])=[CH:34][CH:33]=2)=[C:18]([CH:20]2[CH2:24][CH2:23][CH2:22][N:21]2[C:25](=[O:30])[C:26]([F:29])([F:28])[F:27])[CH:19]=1, predict the reactants needed to synthesize it. The reactants are: [N+:1]([O-:4])([O-])=[O:2].[K+].FC(F)(F)C(O)=O.[NH2:13][C:14]1[CH:15]=[CH:16][C:17]([O:31][C:32]2[CH:37]=[CH:36][C:35]([S:38]([CH3:41])(=[O:40])=[O:39])=[CH:34][CH:33]=2)=[C:18]([CH:20]2[CH2:24][CH2:23][CH2:22][N:21]2[C:25](=[O:30])[C:26]([F:29])([F:28])[F:27])[CH:19]=1.C(=O)(O)[O-].[Na+]. (3) Given the product [CH3:1][O:2][C:3]1[CH:4]=[CH:5][C:6]([C:9]2[CH:18]=[CH:17][C:16]3[C:15]4[C:14]([CH2:13][CH2:12][C:11]=3[CH:10]=2)=[N:26][N:25]([C:27]2[CH:32]=[CH:31][CH:30]=[CH:29][N:28]=2)[C:19]=4[OH:20])=[CH:7][CH:8]=1, predict the reactants needed to synthesize it. The reactants are: [CH3:1][O:2][C:3]1[CH:8]=[CH:7][C:6]([C:9]2[CH:10]=[C:11]3[C:16](=[CH:17][CH:18]=2)[CH:15]([C:19](OCC)=[O:20])[C:14](=O)[CH2:13][CH2:12]3)=[CH:5][CH:4]=1.[NH:25]([C:27]1[CH:32]=[CH:31][CH:30]=[CH:29][N:28]=1)[NH2:26].